From a dataset of Forward reaction prediction with 1.9M reactions from USPTO patents (1976-2016). Predict the product of the given reaction. The product is: [CH3:24][O:21][CH2:20][C:11]1([C:14]2[CH:15]=[CH:16][CH:17]=[CH:18][CH:19]=2)[CH2:10][CH2:9][NH:8][CH2:13][CH2:12]1. Given the reactants C(OC([N:8]1[CH2:13][CH2:12][C:11]([CH2:20][OH:21])([C:14]2[CH:19]=[CH:18][CH:17]=[CH:16][CH:15]=2)[CH2:10][CH2:9]1)=O)(C)(C)C.[H-].[Na+].[CH3:24]OS(=O)(=O)OC.[Cl-].[NH4+].FC(F)(F)C(O)=O.[OH-].[Na+], predict the reaction product.